The task is: Predict which catalyst facilitates the given reaction.. This data is from Catalyst prediction with 721,799 reactions and 888 catalyst types from USPTO. (1) Reactant: [CH3:1][O:2][C:3](=[O:21])[C@@H:4]([NH:10]C(OCC1C=CC=CC=1)=O)[CH2:5][C:6]([F:9])([F:8])[CH3:7].C([SiH](CC)CC)C. Product: [CH3:1][O:2][C:3](=[O:21])[C@@H:4]([NH2:10])[CH2:5][C:6]([F:9])([F:8])[CH3:7]. The catalyst class is: 43. (2) Reactant: C(OC([N:8]([C:17]1[CH:51]=[CH:50][C:20]([C:21]([O:23][C@H:24]([C:35]2[CH:40]=[CH:39][C:38]([O:41][CH:42]([F:44])[F:43])=[C:37]([O:45][CH2:46][CH:47]3[CH2:49][CH2:48]3)[CH:36]=2)[CH2:25][C:26]2[C:31]([Cl:32])=[CH:30][N+:29]([O-:33])=[CH:28][C:27]=2[Cl:34])=[O:22])=[CH:19][C:18]=1[O:52][CH2:53][CH:54]1[CH2:56][CH2:55]1)[S:9]([CH2:12][CH2:13][N:14]([CH3:16])[CH3:15])(=[O:11])=[O:10])=O)(C)(C)C.Cl. Product: [Cl:34][C:27]1[CH:28]=[N+:29]([O-:33])[CH:30]=[C:31]([Cl:32])[C:26]=1[CH2:25][C@H:24]([O:23][C:21](=[O:22])[C:20]1[CH:50]=[CH:51][C:17]([NH:8][S:9]([CH2:12][CH2:13][N:14]([CH3:16])[CH3:15])(=[O:11])=[O:10])=[C:18]([O:52][CH2:53][CH:54]2[CH2:55][CH2:56]2)[CH:19]=1)[C:35]1[CH:40]=[CH:39][C:38]([O:41][CH:42]([F:44])[F:43])=[C:37]([O:45][CH2:46][CH:47]2[CH2:49][CH2:48]2)[CH:36]=1. The catalyst class is: 258. (3) Reactant: [Cl:1][C:2]1[CH:3]=[C:4]2[C:10]3([CH2:14][CH2:13][N:12]([C:15]([O:17][CH3:18])=[O:16])[CH2:11]3)[CH2:9][N:8]([C:19](=[O:40])[NH:20][C:21]3[S:22][C:23]([S:26][CH2:27][CH2:28][N:29]4C(=O)C5C(=CC=CC=5)C4=O)=[CH:24][N:25]=3)[C:5]2=[CH:6][CH:7]=1.O.NN. Product: [NH2:29][CH2:28][CH2:27][S:26][C:23]1[S:22][C:21]([NH:20][C:19]([N:8]2[C:5]3[C:4](=[CH:3][C:2]([Cl:1])=[CH:7][CH:6]=3)[C:10]3([CH2:14][CH2:13][N:12]([C:15]([O:17][CH3:18])=[O:16])[CH2:11]3)[CH2:9]2)=[O:40])=[N:25][CH:24]=1. The catalyst class is: 8. (4) Reactant: [C:1]([Si:5]([C:23]1[CH:28]=[CH:27][CH:26]=[CH:25][CH:24]=1)([C:17]1[CH:22]=[CH:21][CH:20]=[CH:19][CH:18]=1)[O:6][C@@H:7]1[CH2:11][C@@H:10](O)[C@@H:9]([O:13][CH:14]([CH3:16])[CH3:15])[CH2:8]1)([CH3:4])([CH3:3])[CH3:2].[N:29]1C=CC=C[CH:30]=1.FC(F)(F)S(OS(C(F)(F)F)(=O)=O)(=O)=O. Product: [C:1]([Si:5]([C:17]1[CH:22]=[CH:21][CH:20]=[CH:19][CH:18]=1)([C:23]1[CH:24]=[CH:25][CH:26]=[CH:27][CH:28]=1)[O:6][C@@H:7]1[CH2:11][C@H:10]([C:30]#[N:29])[C@@H:9]([O:13][CH:14]([CH3:15])[CH3:16])[CH2:8]1)([CH3:4])([CH3:2])[CH3:3]. The catalyst class is: 2. (5) Product: [F:4][C:5]1[C:10]([O:11][CH2:12][CH2:13][O:14][CH3:15])=[CH:9][N:8]=[C:7]2[NH:16][CH:17]=[C:18]([NH2:19])[C:6]=12. The catalyst class is: 33. Reactant: Cl[Sn]Cl.[F:4][C:5]1[C:10]([O:11][CH2:12][CH2:13][O:14][CH3:15])=[CH:9][N:8]=[C:7]2[NH:16][CH:17]=[C:18]([N+:19]([O-])=O)[C:6]=12.[OH-].[Na+]. (6) Reactant: [Br:1][C:2]1[N:11]=[C:10]2[C:5]([CH:6]=[N:7][N:8]=[C:9]2[OH:12])=[CH:4][CH:3]=1.[Cl:13][C:14]1[CH:15]=[C:16]([CH:19]=[CH:20][CH:21]=1)[CH2:17]Br.C(=O)([O-])[O-].[Cs+].[Cs+]. Product: [Br:1][C:2]1[N:11]=[C:10]2[C:5]([CH:6]=[N:7][N:8]([CH2:17][C:16]3[CH:19]=[CH:20][CH:21]=[C:14]([Cl:13])[CH:15]=3)[C:9]2=[O:12])=[CH:4][CH:3]=1. The catalyst class is: 9. (7) Reactant: [CH3:1][O:2][C:3]1[C:4]([C:13]([OH:15])=O)=[CH:5][C:6]2[C:11]([CH:12]=1)=[CH:10][CH:9]=[CH:8][CH:7]=2.[F:16][C:17]([F:29])([F:28])[S:18]([C:21]1[CH:22]=[C:23]([CH:25]=[CH:26][CH:27]=1)[NH2:24])(=[O:20])=[O:19].P(Cl)(Cl)Cl. Product: [F:28][C:17]([F:16])([F:29])[S:18]([C:21]1[CH:22]=[C:23]([NH:24][C:13]([C:4]2[C:3]([O:2][CH3:1])=[CH:12][C:11]3[C:6](=[CH:7][CH:8]=[CH:9][CH:10]=3)[CH:5]=2)=[O:15])[CH:25]=[CH:26][CH:27]=1)(=[O:19])=[O:20]. The catalyst class is: 113. (8) Reactant: [CH3:1][C:2]1[N:6]=[C:5]([CH3:7])[S:4][C:3]=1/[CH:8]=[CH:9]/[C:10](N(C)C)=O.[CH2:15]([O:17][C:18]([N:20]1[CH2:25][CH2:24][N:23]([C:26]2[CH:31]=[CH:30][C:29]([NH:32][C:33]([NH2:35])=[NH:34])=[CH:28][CH:27]=2)[CH2:22][CH2:21]1)=[O:19])[CH3:16]. Product: [CH2:15]([O:17][C:18]([N:20]1[CH2:21][CH2:22][N:23]([C:26]2[CH:31]=[CH:30][C:29]([NH:32][C:33]3[N:35]=[C:8]([C:3]4[S:4][C:5]([CH3:7])=[N:6][C:2]=4[CH3:1])[CH:9]=[CH:10][N:34]=3)=[CH:28][CH:27]=2)[CH2:24][CH2:25]1)=[O:19])[CH3:16]. The catalyst class is: 23.